This data is from Full USPTO retrosynthesis dataset with 1.9M reactions from patents (1976-2016). The task is: Predict the reactants needed to synthesize the given product. (1) The reactants are: [C:1]1([N:7]([C:35]2[CH:40]=[CH:39][CH:38]=[CH:37][CH:36]=2)[C:8]2[CH:13]=[CH:12][C:11]([C:14]3[C:23]([NH:24][C:25]4[CH:30]=[CH:29][CH:28]=[CH:27][CH:26]=4)=[C:22]([C:31](OC)=[O:32])[CH:21]=[CH:20][C:15]=3[C:16](OC)=[O:17])=[CH:10][CH:9]=2)[CH:6]=[CH:5][CH:4]=[CH:3][CH:2]=1.[H-].[H-].[H-].[H-].[Li+].[Al+3]. Given the product [C:35]1([N:7]([C:1]2[CH:2]=[CH:3][CH:4]=[CH:5][CH:6]=2)[C:8]2[CH:9]=[CH:10][C:11]([C:14]3[C:23]([NH:24][C:25]4[CH:30]=[CH:29][CH:28]=[CH:27][CH:26]=4)=[C:22]([CH2:31][OH:32])[CH:21]=[CH:20][C:15]=3[CH2:16][OH:17])=[CH:12][CH:13]=2)[CH:36]=[CH:37][CH:38]=[CH:39][CH:40]=1, predict the reactants needed to synthesize it. (2) Given the product [F:11][CH:12]([F:24])[O:13][C:14]1[CH:19]=[CH:18][C:17]([CH2:20][CH2:21][CH:22]2[NH:9][CH2:8][CH2:7][N:5]3[C:4]([CH3:10])=[N:3][C:2]([I:1])=[C:6]23)=[CH:16][CH:15]=1, predict the reactants needed to synthesize it. The reactants are: [I:1][C:2]1[N:3]=[C:4]([CH3:10])[N:5]([CH2:7][CH2:8][NH2:9])[CH:6]=1.[F:11][CH:12]([F:24])[O:13][C:14]1[CH:19]=[CH:18][C:17]([CH2:20][CH2:21][CH:22]=O)=[CH:16][CH:15]=1.